This data is from Catalyst prediction with 721,799 reactions and 888 catalyst types from USPTO. The task is: Predict which catalyst facilitates the given reaction. (1) Reactant: C([O:3][C:4](=[O:40])[C:5]1[CH:10]=[CH:9][C:8]([N:11]2[C:19]3[C:14](=[CH:15][CH:16]=[C:17]([O:20][CH2:21][CH2:22][NH:23][C:24]([O:26][CH2:27][C:28]4[CH:33]=[CH:32][CH:31]=[CH:30][CH:29]=4)=[O:25])[CH:18]=3)[C:13]([C:34]#[N:35])=[CH:12]2)=[CH:7][C:6]=1[O:36]COC)C.C(O)C.O.[OH-].[Li+].Cl. Product: [CH2:27]([O:26][C:24]([NH:23][CH2:22][CH2:21][O:20][C:17]1[CH:18]=[C:19]2[C:14]([C:13]([C:34]#[N:35])=[CH:12][N:11]2[C:8]2[CH:9]=[CH:10][C:5]([C:4]([OH:40])=[O:3])=[C:6]([OH:36])[CH:7]=2)=[CH:15][CH:16]=1)=[O:25])[C:28]1[CH:33]=[CH:32][CH:31]=[CH:30][CH:29]=1. The catalyst class is: 132. (2) Reactant: [CH:1](=O)[CH3:2].C([BH3-])#N.[Na+].C(O)(=O)C.[NH2:12][C@H:13]1[CH2:17][CH2:16][N:15]([C:18]([O:20][C:21]([CH3:24])([CH3:23])[CH3:22])=[O:19])[CH2:14]1.C(=O)([O-])O.[Na+]. Product: [C:21]([O:20][C:18]([N:15]1[CH2:16][CH2:17][C@H:13]([NH:12][CH2:1][CH3:2])[CH2:14]1)=[O:19])([CH3:24])([CH3:23])[CH3:22]. The catalyst class is: 5. (3) Reactant: [Cl:1][C:2]1[C:7]([Cl:8])=[CH:6][CH:5]=[CH:4][C:3]=1[S:9]([N:12]([C:21]1[C:26]([O:27][CH3:28])=[N:25][C:24](Cl)=[C:23]([Cl:30])[N:22]=1)COCC[Si](C)(C)C)(=[O:11])=[O:10].Cl.[NH:32]1[CH2:35][CH:34]([OH:36])[CH2:33]1.C(N([CH2:42][CH3:43])CC)C. Product: [C:34]([O:36][CH2:42][CH3:43])(=[O:10])[CH3:35].[CH3:4][CH2:5][CH2:6][CH:7]([CH3:2])[CH3:33].[Cl:1][C:2]1[C:7]([Cl:8])=[CH:6][CH:5]=[CH:4][C:3]=1[S:9]([NH:12][C:21]1[C:26]([O:27][CH3:28])=[N:25][C:24]([N:32]2[CH2:35][CH:34]([OH:36])[CH2:33]2)=[C:23]([Cl:30])[N:22]=1)(=[O:10])=[O:11]. The catalyst class is: 47. (4) Reactant: [NH2:1][C:2]1[CH:3]=[C:4]([CH:21]=[CH:22][CH:23]=1)[O:5][C:6]1[CH:7]=[CH:8][C:9]2[N:10]([CH:12]=[C:13]([NH:15][C:16]([CH:18]3[CH2:20][CH2:19]3)=[O:17])[N:14]=2)[CH:11]=1.Br[C:25]1[CH:30]=[CH:29][CH:28]=[CH:27][N:26]=1.CC(C)([O-])C.[K+].C1(C)C=CC=CC=1. Product: [N:26]1[CH:27]=[CH:28][CH:29]=[CH:30][C:25]=1[NH:1][C:2]1[CH:3]=[C:4]([CH:21]=[CH:22][CH:23]=1)[O:5][C:6]1[CH:7]=[CH:8][C:9]2[N:10]([CH:12]=[C:13]([NH:15][C:16]([CH:18]3[CH2:20][CH2:19]3)=[O:17])[N:14]=2)[CH:11]=1. The catalyst class is: 389. (5) Reactant: [Cl:1][C:2]1[CH:7]=[CH:6][C:5]([NH:8][C:9](=[O:23])[CH2:10][C:11]2[CH:16]=[CH:15][CH:14]=[C:13]([C:17]#[C:18][Si](C)(C)C)[CH:12]=2)=[CH:4][C:3]=1[C:24]([F:27])([F:26])[F:25].C([O-])([O-])=O.[K+].[K+]. Product: [Cl:1][C:2]1[CH:7]=[CH:6][C:5]([NH:8][C:9](=[O:23])[CH2:10][C:11]2[CH:16]=[CH:15][CH:14]=[C:13]([C:17]#[CH:18])[CH:12]=2)=[CH:4][C:3]=1[C:24]([F:25])([F:26])[F:27]. The catalyst class is: 5.